From a dataset of Forward reaction prediction with 1.9M reactions from USPTO patents (1976-2016). Predict the product of the given reaction. (1) Given the reactants [Mg].Br[CH2:3][C:4]1[CH:9]=[C:8]([Cl:10])[CH:7]=[CH:6][C:5]=1[F:11].[F:12][CH:13]1[C:18](=[O:19])[CH2:17][CH2:16][N:15]([C:20]([O:22][C:23]([CH3:26])([CH3:25])[CH3:24])=[O:21])[CH2:14]1, predict the reaction product. The product is: [Cl:10][C:8]1[CH:7]=[CH:6][C:5]([F:11])=[C:4]([CH:9]=1)[CH2:3][C:18]1([OH:19])[CH2:17][CH2:16][N:15]([C:20]([O:22][C:23]([CH3:24])([CH3:26])[CH3:25])=[O:21])[CH2:14][CH:13]1[F:12]. (2) Given the reactants [F-].C([N+](CCCC)(CCCC)CCCC)CCC.[Br:19][C:20]1[CH:21]=[C:22]2[C:27](=[CH:28][C:29]=1[CH2:30][N:31]1[CH2:35][CH2:34][C@@H:33]([O:36][Si](C(C)(C)C)(C)C)[CH2:32]1)[NH:26][C:25](=[O:44])[N:24]([CH2:45][C:46]1[CH:51]=[C:50]([Cl:52])[CH:49]=[CH:48][C:47]=1[S:53]([CH2:56][CH3:57])(=[O:55])=[O:54])[C:23]2=[O:58], predict the reaction product. The product is: [Br:19][C:20]1[CH:21]=[C:22]2[C:27](=[CH:28][C:29]=1[CH2:30][N:31]1[CH2:35][CH2:34][C@@H:33]([OH:36])[CH2:32]1)[NH:26][C:25](=[O:44])[N:24]([CH2:45][C:46]1[CH:51]=[C:50]([Cl:52])[CH:49]=[CH:48][C:47]=1[S:53]([CH2:56][CH3:57])(=[O:55])=[O:54])[C:23]2=[O:58]. (3) Given the reactants C([O:3][C:4]([C:6]1([C:55]([O:57]CC)=[O:56])[CH2:11][CH2:10][N:9]([CH2:12][CH2:13][NH:14][C@:15]23[CH2:51][CH2:50][C@@H:49]([C:52]([CH3:54])=[CH2:53])[C@@H:16]2[C@@H:17]2[C@@:30]([CH3:33])([CH2:31][CH2:32]3)[C@@:29]3([CH3:34])[C@@H:20]([C@:21]4([CH3:48])[C@@H:26]([CH2:27][CH2:28]3)[C:25]([CH3:36])([CH3:35])[C:24]([C:37]3[CH2:42][CH2:41][C@:40]([CH2:46][F:47])([C:43]([OH:45])=[O:44])[CH2:39][CH:38]=3)=[CH:23][CH2:22]4)[CH2:19][CH2:18]2)[CH2:8][CH2:7]1)=[O:5])C.CO.[OH-].[Na+], predict the reaction product. The product is: [C:43]([C@@:40]1([CH2:46][F:47])[CH2:41][CH2:42][C:37]([C:24]2[C:25]([CH3:36])([CH3:35])[C@H:26]3[C@:21]([CH3:48])([CH2:22][CH:23]=2)[C@@H:20]2[C@:29]([CH3:34])([C@@:30]4([CH3:33])[C@H:17]([CH2:18][CH2:19]2)[C@H:16]2[C@H:49]([C:52]([CH3:54])=[CH2:53])[CH2:50][CH2:51][C@:15]2([NH:14][CH2:13][CH2:12][N:9]2[CH2:10][CH2:11][C:6]([C:4]([OH:5])=[O:3])([C:55]([OH:57])=[O:56])[CH2:7][CH2:8]2)[CH2:32][CH2:31]4)[CH2:28][CH2:27]3)=[CH:38][CH2:39]1)([OH:45])=[O:44].